From a dataset of Catalyst prediction with 721,799 reactions and 888 catalyst types from USPTO. Predict which catalyst facilitates the given reaction. (1) Reactant: [CH3:1][C:2]1[C:11]([CH3:12])=[CH:10][C:9]([N+:13]([O-])=O)=[C:8]2[C:3]=1[CH:4]=[CH:5][CH:6]=[N:7]2.O.NN. Product: [CH3:1][C:2]1[C:11]([CH3:12])=[CH:10][C:9]([NH2:13])=[C:8]2[C:3]=1[CH:4]=[CH:5][CH:6]=[N:7]2. The catalyst class is: 227. (2) Reactant: [CH3:1][N:2]1[C:6]2[CH:7]=[CH:8][CH:9]=[CH:10][C:5]=2[N:4]=[C:3]1[C:11]1[CH:12]=[C:13]([CH3:40])[C:14]2[N:18]=[C:17]([CH2:19][CH2:20][CH3:21])[N:16]([CH2:22][C:23]3[CH:28]=[CH:27][C:26]([C:29]4[C:30]([C:35]([O:37]C)=[O:36])=[CH:31][CH:32]=[CH:33][CH:34]=4)=[CH:25][CH:24]=3)[C:15]=2[CH:39]=1.[OH-].[K+].Cl. Product: [CH3:21][CH2:20][CH2:19][C:17]1[N:16]([CH2:22][C:23]2[CH:28]=[CH:27][C:26]([C:29]3[CH:34]=[CH:33][CH:32]=[CH:31][C:30]=3[C:35]([OH:37])=[O:36])=[CH:25][CH:24]=2)[C:15]2[CH:39]=[C:11]([C:3]3[N:2]([CH3:1])[C:6]4[CH:7]=[CH:8][CH:9]=[CH:10][C:5]=4[N:4]=3)[CH:12]=[C:13]([CH3:40])[C:14]=2[N:18]=1. The catalyst class is: 5. (3) Reactant: O=[C:2]1[N:25]([CH2:26][CH2:27][CH2:28][CH2:29][CH2:30][CH2:31][CH2:32][CH2:33][C:34]([OH:36])=[O:35])[C:6]2=[N:7][C:8]([C:18]3[CH:23]=[CH:22][C:21]([CH3:24])=[CH:20][CH:19]=3)=[C:9]([C:11]3[CH:16]=[CH:15][C:14]([CH3:17])=[CH:13][CH:12]=3)[N:10]=[C:5]2[CH2:4][CH2:3]1.N1([BH3-])CCCC1.[Li+]. Product: [C:14]1([CH3:17])[CH:13]=[CH:12][C:11]([C:9]2[N:10]=[C:5]3[CH2:4][CH2:3][CH2:2][N:25]([CH2:26][CH2:27][CH2:28][CH2:29][CH2:30][CH2:31][CH2:32][CH2:33][C:34]([OH:36])=[O:35])[C:6]3=[N:7][C:8]=2[C:18]2[CH:23]=[CH:22][C:21]([CH3:24])=[CH:20][CH:19]=2)=[CH:16][CH:15]=1. The catalyst class is: 1.